This data is from Peptide-MHC class I binding affinity with 185,985 pairs from IEDB/IMGT. The task is: Regression. Given a peptide amino acid sequence and an MHC pseudo amino acid sequence, predict their binding affinity value. This is MHC class I binding data. (1) The peptide sequence is EVGTNFGTII. The MHC is HLA-A02:02 with pseudo-sequence HLA-A02:02. The binding affinity (normalized) is 0.134. (2) The peptide sequence is VFLPNTHNL. The MHC is HLA-B08:01 with pseudo-sequence HLA-B08:01. The binding affinity (normalized) is 0.0847. (3) The peptide sequence is RRFFPYYVY. The MHC is HLA-B07:02 with pseudo-sequence HLA-B07:02. The binding affinity (normalized) is 0.0847. (4) The peptide sequence is MYKRSKYRHI. The MHC is Mamu-B17 with pseudo-sequence Mamu-B17. The binding affinity (normalized) is 0. (5) The peptide sequence is MLNNSFYYM. The MHC is HLA-B53:01 with pseudo-sequence HLA-B53:01. The binding affinity (normalized) is 0.391. (6) The peptide sequence is YVCSNLAEEI. The MHC is H-2-Db with pseudo-sequence H-2-Db. The binding affinity (normalized) is 0.0755. (7) The peptide sequence is NPIINTHSFY. The MHC is HLA-B35:01 with pseudo-sequence HLA-B35:01. The binding affinity (normalized) is 0.522.